Dataset: Forward reaction prediction with 1.9M reactions from USPTO patents (1976-2016). Task: Predict the product of the given reaction. (1) Given the reactants [Cl:1][C:2]1[CH:7]=[CH:6][C:5]([CH:8]([C:20]2[CH:25]=[CH:24][C:23]([O:26][CH:27]([CH3:29])[CH3:28])=[C:22]([F:30])[CH:21]=2)[CH2:9][C:10]([C:12]2[CH:13]=[CH:14][C:15](=[O:19])[N:16]([CH3:18])[CH:17]=2)=O)=[C:4]([CH3:31])[CH:3]=1.Cl.[NH2:33][OH:34].C(=O)([O-])O.[Na+], predict the reaction product. The product is: [Cl:1][C:2]1[CH:7]=[CH:6][C:5]([CH:8]([C:20]2[CH:25]=[CH:24][C:23]([O:26][CH:27]([CH3:29])[CH3:28])=[C:22]([F:30])[CH:21]=2)[CH2:9]/[C:10](/[C:12]2[CH:13]=[CH:14][C:15](=[O:19])[N:16]([CH3:18])[CH:17]=2)=[N:33]\[OH:34])=[C:4]([CH3:31])[CH:3]=1. (2) Given the reactants C([O:8][C:9]1[CH:14]=[CH:13][C:12]([N:15]([C:39]2[CH:44]=[CH:43][CH:42]=[CH:41][CH:40]=2)[C:16]([C:18]2[C:26]3[C:21](=[CH:22][CH:23]=[CH:24][CH:25]=3)[N:20]([C:27]3[CH:35]=[CH:34][C:33]([N+:36]([O-])=O)=[CH:32][C:28]=3[C:29]([OH:31])=[O:30])[CH:19]=2)=[O:17])=[CH:11][CH:10]=1)C1C=CC=CC=1, predict the reaction product. The product is: [NH2:36][C:33]1[CH:34]=[CH:35][C:27]([N:20]2[C:21]3[C:26](=[CH:25][CH:24]=[CH:23][CH:22]=3)[C:18]([C:16](=[O:17])[N:15]([C:12]3[CH:11]=[CH:10][C:9]([OH:8])=[CH:14][CH:13]=3)[C:39]3[CH:44]=[CH:43][CH:42]=[CH:41][CH:40]=3)=[CH:19]2)=[C:28]([CH:32]=1)[C:29]([OH:31])=[O:30].[NH2:15][C:12]1[CH:13]=[CH:14][CH:9]=[CH:10][CH:11]=1. (3) Given the reactants CC(C)(C)C[C:4](=[O:20])[CH2:5][C@H:6]([C:10]1[O:11][CH:12]=[C:13]([C:15]([O:17]CC)=[O:16])[N:14]=1)[CH2:7][CH:8]=[CH2:9].O.[OH-].[Li+].[OH-].[Li+].C(O)(=O)[CH2:29][C:30]([CH2:35]C(O)=O)([C:32](O)=O)[OH:31], predict the reaction product. The product is: [C:30]([O:31][C:4](=[O:20])[CH2:5][C@H:6]([C:10]1[O:11][CH:12]=[C:13]([C:15]([OH:17])=[O:16])[N:14]=1)[CH2:7][CH:8]=[CH2:9])([CH3:35])([CH3:32])[CH3:29]. (4) The product is: [C:1]([C:3]1([CH2:16][CH:17]2[CH2:19][CH2:18]2)[CH2:8][CH2:7][NH:6][CH2:5][CH2:4]1)#[N:2]. Given the reactants [C:1]([C:3]1([CH2:16][CH:17]2[CH2:19][CH2:18]2)[CH2:8][CH2:7][N:6](C(OC(C)(C)C)=O)[CH2:5][CH2:4]1)#[N:2], predict the reaction product. (5) Given the reactants [NH2:1][C:2]1[C:6]2[C:7]([Cl:13])=[C:8]([O:11][CH3:12])[CH:9]=[CH:10][C:5]=2[O:4][C:3]=1[C:14](=[O:28])[CH:15]=[CH:16][C:17]1[N:18]=[C:19]([NH:22][C:23](=[O:27])[CH:24]([CH3:26])[CH3:25])[S:20][CH:21]=1.CC(O)=O.OP(O)(O)=O, predict the reaction product. The product is: [Cl:13][C:7]1[C:6]2[C:2]3[NH:1][CH:16]([C:17]4[N:18]=[C:19]([NH:22][C:23](=[O:27])[CH:24]([CH3:26])[CH3:25])[S:20][CH:21]=4)[CH2:15][C:14](=[O:28])[C:3]=3[O:4][C:5]=2[CH:10]=[CH:9][C:8]=1[O:11][CH3:12].